From a dataset of Reaction yield outcomes from USPTO patents with 853,638 reactions. Predict the reaction yield, written as a fraction of the theoretical maximum amount of product (1.0 means a 100% yield; for example, 0.34 means a 34% yield). (1) The reactants are I[C:2]1[N:3]=[N:4][C:5]([C:8]#[C:9][C:10]2[CH:15]=[CH:14][CH:13]=[CH:12][CH:11]=2)=[CH:6][CH:7]=1.[CH3:16][C:17]1([CH3:24])[CH2:22][CH2:21][NH:20][C:19](=[O:23])[CH2:18]1.C1(P(C2C=CC=CC=2)C2C3OC4C(=CC=CC=4P(C4C=CC=CC=4)C4C=CC=CC=4)C(C)(C)C=3C=CC=2)C=CC=CC=1. The catalyst is C1(C)C=CC=CC=1.C1C=CC(/C=C/C(/C=C/C2C=CC=CC=2)=O)=CC=1.C1C=CC(/C=C/C(/C=C/C2C=CC=CC=2)=O)=CC=1.C1C=CC(/C=C/C(/C=C/C2C=CC=CC=2)=O)=CC=1.[Pd].[Pd]. The product is [CH3:16][C:17]1([CH3:24])[CH2:22][CH2:21][N:20]([C:2]2[N:3]=[N:4][C:5]([C:8]#[C:9][C:10]3[CH:15]=[CH:14][CH:13]=[CH:12][CH:11]=3)=[CH:6][CH:7]=2)[C:19](=[O:23])[CH2:18]1. The yield is 0.230. (2) The reactants are C[O:2][C:3](=[O:25])[C:4]1[CH:9]=[CH:8][C:7]([CH2:10][O:11][C:12]2[CH:13]=[N:14][CH:15]=[CH:16][CH:17]=2)=[CH:6][C:5]=1[C:18]1[CH:23]=[CH:22][CH:21]=[CH:20][C:19]=1[CH3:24].[Li+].[OH-]. The catalyst is CO. The product is [N:14]1[CH:15]=[CH:16][CH:17]=[C:12]([O:11][CH2:10][C:7]2[CH:8]=[CH:9][C:4]([C:3]([OH:25])=[O:2])=[C:5]([C:18]3[CH:23]=[CH:22][CH:21]=[CH:20][C:19]=3[CH3:24])[CH:6]=2)[CH:13]=1. The yield is 0.860. (3) The reactants are [C:1]([Cl:4])(=[O:3])[CH3:2].[C:5]([C:7]1[CH:15]=[CH:14][C:10]([C:11]([OH:13])=[O:12])=[CH:9][CH:8]=1)#[N:6]. The catalyst is CCO. The product is [ClH:4].[CH2:1]([O:3][C:5](=[NH:6])[C:7]1[CH:15]=[CH:14][C:10]([C:11]([OH:13])=[O:12])=[CH:9][CH:8]=1)[CH3:2]. The yield is 0.650. (4) The reactants are C(O)C.[C:4]([C:6]1[C:11]2[N:12]=[C:13]([CH:15]3[CH2:17][CH2:16]3)[O:14][C:10]=2[C:9]([CH2:18][C:19](=S)[N:20]([CH3:22])[CH3:21])=[C:8]([C:24]2[CH:29]=[CH:28][CH:27]=[CH:26][CH:25]=2)[C:7]=1[CH3:30])#[N:5]. The catalyst is [Ni].O1CCCC1. The product is [CH:15]1([C:13]2[O:14][C:10]3[C:11](=[C:6]([C:4]#[N:5])[C:7]([CH3:30])=[C:8]([C:24]4[CH:29]=[CH:28][CH:27]=[CH:26][CH:25]=4)[C:9]=3[CH2:18][CH2:19][N:20]([CH3:21])[CH3:22])[N:12]=2)[CH2:16][CH2:17]1. The yield is 0.470. (5) The reactants are [NH2:1][C:2]1[CH:3]=[C:4]([C:9]2[CH:10]=[CH:11][C:12]3[O:18][CH2:17][CH2:16][N:15]([C:19]([O:21][C:22]([CH3:25])([CH3:24])[CH3:23])=[O:20])[CH2:14][C:13]=3[CH:26]=2)[CH:5]=[CH:6][C:7]=1[NH2:8].[CH2:27]([O:34][C:35]([NH:37][C:38](=NC(OCC1C=CC=CC=1)=O)SC)=[O:36])[C:28]1[CH:33]=[CH:32][CH:31]=[CH:30][CH:29]=1. The catalyst is C(O)(=O)C. The product is [C:28]1([CH2:27][O:34][C:35]([NH:37][C:38]2[NH:1][C:2]3[CH:3]=[C:4]([C:9]4[CH:10]=[CH:11][C:12]5[O:18][CH2:17][CH2:16][N:15]([C:19]([O:21][C:22]([CH3:23])([CH3:25])[CH3:24])=[O:20])[CH2:14][C:13]=5[CH:26]=4)[CH:5]=[CH:6][C:7]=3[N:8]=2)=[O:36])[CH:33]=[CH:32][CH:31]=[CH:30][CH:29]=1. The yield is 0.450.